This data is from Reaction yield outcomes from USPTO patents with 853,638 reactions. The task is: Predict the reaction yield, written as a fraction of the theoretical maximum amount of product (1.0 means a 100% yield; for example, 0.34 means a 34% yield). The reactants are [CH3:1][C:2]1[CH:8]=[C:7]([N+:9]([O-:11])=[O:10])[CH:6]=[CH:5][C:3]=1[NH2:4].[C:12](Cl)(=[O:19])[C:13]1[CH:18]=[CH:17][CH:16]=[CH:15][CH:14]=1. The catalyst is C1(C)C=CC=CC=1. The product is [CH3:1][C:2]1[CH:8]=[C:7]([N+:9]([O-:11])=[O:10])[CH:6]=[CH:5][C:3]=1[NH:4][C:12](=[O:19])[C:13]1[CH:18]=[CH:17][CH:16]=[CH:15][CH:14]=1. The yield is 0.950.